The task is: Predict the reactants needed to synthesize the given product.. This data is from Full USPTO retrosynthesis dataset with 1.9M reactions from patents (1976-2016). Given the product [C:20]([C:24]1[O:28][N:27]=[C:26]([NH:29][C:17]([C:15]2[CH:16]=[C:11]([C:5]3[CH:4]=[C:3]([CH2:1][CH3:2])[C:8](=[O:9])[NH:7][C:6]=3[CH3:10])[CH:12]=[N:13][CH:14]=2)=[O:19])[CH:25]=1)([CH3:23])([CH3:22])[CH3:21], predict the reactants needed to synthesize it. The reactants are: [CH2:1]([C:3]1[C:8](=[O:9])[NH:7][C:6]([CH3:10])=[C:5]([C:11]2[CH:12]=[N:13][CH:14]=[C:15]([C:17]([OH:19])=O)[CH:16]=2)[CH:4]=1)[CH3:2].[C:20]([C:24]1[O:28][N:27]=[C:26]([NH2:29])[CH:25]=1)([CH3:23])([CH3:22])[CH3:21].